Dataset: hERG Central: cardiac toxicity at 1µM, 10µM, and general inhibition. Task: Predict hERG channel inhibition at various concentrations. (1) The compound is COc1ccc(C2CC(c3ccc(F)cc3)n3nc(NC(=O)c4ccco4)nc3N2)cc1. Results: hERG_inhib (hERG inhibition (general)): blocker. (2) The molecule is CC(C)CNC(=S)N1CCC(C(=O)c2ccc(F)cc2)CC1. Results: hERG_inhib (hERG inhibition (general)): blocker.